This data is from Full USPTO retrosynthesis dataset with 1.9M reactions from patents (1976-2016). The task is: Predict the reactants needed to synthesize the given product. (1) Given the product [CH3:28][C:24]1[CH:23]=[C:22]([C:19]2[CH:20]=[CH:21][C:16]([O:15][CH2:14][C@H:10]3[O:11][CH2:12][CH2:13][NH:8][CH2:9]3)=[CH:17][CH:18]=2)[CH:27]=[CH:26][N:25]=1, predict the reactants needed to synthesize it. The reactants are: C([N:8]1[CH2:13][CH2:12][O:11][C@H:10]([CH2:14][O:15][C:16]2[CH:21]=[CH:20][C:19]([C:22]3[CH:27]=[CH:26][N:25]=[C:24]([CH3:28])[CH:23]=3)=[CH:18][CH:17]=2)[CH2:9]1)C1C=CC=CC=1.C([O-])=O.[NH4+]. (2) Given the product [Br:14][C:15]1[CH:16]=[CH:17][C:18]([I:23])=[C:19]([CH:20]=1)[CH2:21][O:13][C:9]1[C:10]2[C:5](=[CH:4][C:3]([O:2][CH3:1])=[CH:12][CH:11]=2)[CH:6]=[CH:7][CH:8]=1, predict the reactants needed to synthesize it. The reactants are: [CH3:1][O:2][C:3]1[CH:4]=[C:5]2[C:10](=[CH:11][CH:12]=1)[C:9]([OH:13])=[CH:8][CH:7]=[CH:6]2.[Br:14][C:15]1[CH:16]=[CH:17][C:18]([I:23])=[C:19]([CH2:21]O)[CH:20]=1.C1(P(C2C=CC=CC=2)C2C=CC=CC=2)C=CC=CC=1.N(C(OC(C)C)=O)=NC(OC(C)C)=O. (3) Given the product [CH3:3][C:4]1([CH2:8][O:9][C:11]2[N:16]=[C:15]([NH2:17])[CH:14]=[N:13][CH:12]=2)[CH2:7][O:6][CH2:5]1, predict the reactants needed to synthesize it. The reactants are: [H-].[Na+].[CH3:3][C:4]1([CH2:8][OH:9])[CH2:7][O:6][CH2:5]1.Cl[C:11]1[N:16]=[C:15]([NH2:17])[CH:14]=[N:13][CH:12]=1. (4) Given the product [N:14]1[N:13]=[C:12]([C:3]2[C:2]([Cl:1])=[CH:7][C:6]([NH2:8])=[CH:5][C:4]=2[Cl:11])[N:16]2[CH:17]=[CH:18][CH:19]=[CH:20][C:15]=12, predict the reactants needed to synthesize it. The reactants are: [Cl:1][C:2]1[CH:7]=[C:6]([N+:8]([O-])=O)[CH:5]=[C:4]([Cl:11])[C:3]=1[C:12]1[N:16]2[CH:17]=[CH:18][CH:19]=[CH:20][C:15]2=[N:14][N:13]=1.C1COCC1.[NH4+].[Cl-]. (5) Given the product [Cl:31][CH2:32][C:33]([NH:1][C:2]1[N:3]=[C:4]2[CH:9]=[CH:8][C:7]([O:10][C:11]3[CH:12]=[C:13]([NH:17][C:18](=[O:29])[C:19]4[CH:24]=[CH:23][CH:22]=[C:21]([C:25]([F:28])([F:27])[F:26])[CH:20]=4)[CH:14]=[CH:15][CH:16]=3)=[N:6][N:5]2[CH:30]=1)=[O:34], predict the reactants needed to synthesize it. The reactants are: [NH2:1][C:2]1[N:3]=[C:4]2[CH:9]=[CH:8][C:7]([O:10][C:11]3[CH:12]=[C:13]([NH:17][C:18](=[O:29])[C:19]4[CH:24]=[CH:23][CH:22]=[C:21]([C:25]([F:28])([F:27])[F:26])[CH:20]=4)[CH:14]=[CH:15][CH:16]=3)=[N:6][N:5]2[CH:30]=1.[Cl:31][CH2:32][C:33](Cl)=[O:34].C(N(CC)CC)C.[Cl-].[NH4+]. (6) Given the product [CH3:14][C:4]1[CH:5]=[C:6]([O:8][CH2:9][CH2:10][S:11]([CH3:13])(=[O:40])=[O:12])[CH:7]=[C:2]([CH3:1])[C:3]=1[C:15]1[CH:23]=[CH:22][C:21]([F:24])=[C:20]2[C:16]=1[CH2:17][CH2:18][C@H:19]2[O:25][C:26]1[CH:38]=[CH:37][C:29]2[C@H:30]([CH2:33][C:34]([OH:36])=[O:35])[CH2:31][O:32][C:28]=2[CH:27]=1, predict the reactants needed to synthesize it. The reactants are: [CH3:1][C:2]1[CH:7]=[C:6]([O:8][CH2:9][CH2:10][S:11]([CH3:13])=[O:12])[CH:5]=[C:4]([CH3:14])[C:3]=1[C:15]1[CH:23]=[CH:22][C:21]([F:24])=[C:20]2[C:16]=1[CH2:17][CH2:18][C@H:19]2[O:25][C:26]1[CH:38]=[CH:37][C:29]2[C@H:30]([CH2:33][C:34]([OH:36])=[O:35])[CH2:31][O:32][C:28]=2[CH:27]=1.[K].[OH:40]OS([O-])=O.[K+].